From a dataset of Forward reaction prediction with 1.9M reactions from USPTO patents (1976-2016). Predict the product of the given reaction. (1) Given the reactants C([O:3][C:4]([C@@H:6]1[CH2:8][C@H:7]1[C:9]1[CH:10]=[N:11][C:12]([C:15]2[CH:20]=[CH:19][C:18]([F:21])=[CH:17][CH:16]=2)=[CH:13][CH:14]=1)=[O:5])C.[OH-].[Li+], predict the reaction product. The product is: [F:21][C:18]1[CH:19]=[CH:20][C:15]([C:12]2[N:11]=[CH:10][C:9]([C@@H:7]3[CH2:8][C@H:6]3[C:4]([OH:5])=[O:3])=[CH:14][CH:13]=2)=[CH:16][CH:17]=1. (2) Given the reactants [CH3:1][C:2]1[C:3]([N:16]2[CH:20]=[C:19]([C:21]([F:24])([F:23])[F:22])[N:18]=[CH:17]2)=[N:4][C:5]2[N:6]([N:8]=[CH:9][C:10]=2[C:11](OCC)=[O:12])[CH:7]=1.Cl.[NH2:26][C@@H:27]([C:32]1[CH:37]=[CH:36][C:35]([O:38][C:39]([F:42])([F:41])[F:40])=[CH:34][CH:33]=1)[C:28]([CH3:31])([OH:30])[CH3:29].C[Al](C)C.C1(C)C=CC=CC=1.C(=O)([O-])O.[Na+], predict the reaction product. The product is: [OH:30][C:28]([CH3:31])([CH3:29])[C@@H:27]([NH:26][C:11]([C:10]1[CH:9]=[N:8][N:6]2[CH:7]=[C:2]([CH3:1])[C:3]([N:16]3[CH:20]=[C:19]([C:21]([F:24])([F:22])[F:23])[N:18]=[CH:17]3)=[N:4][C:5]=12)=[O:12])[C:32]1[CH:33]=[CH:34][C:35]([O:38][C:39]([F:40])([F:41])[F:42])=[CH:36][CH:37]=1. (3) Given the reactants [OH:1][CH2:2][CH2:3][CH2:4][C:5]1[C:13]2[C:8](=[CH:9][CH:10]=[CH:11][CH:12]=2)[NH:7][C:6]=1[C:14]([O:16][CH2:17][CH3:18])=[O:15].[C:19]1(O)[CH:24]=[CH:23][CH:22]=[CH:21][CH:20]=1, predict the reaction product. The product is: [O:1]([CH2:2][CH2:3][CH2:4][C:5]1[C:13]2[C:8](=[CH:9][CH:10]=[CH:11][CH:12]=2)[NH:7][C:6]=1[C:14]([O:16][CH2:17][CH3:18])=[O:15])[C:19]1[CH:24]=[CH:23][CH:22]=[CH:21][CH:20]=1. (4) Given the reactants [CH3:1][N:2]1[C:6]2=[CH:7][N:8]=[CH:9][CH:10]=[C:5]2[CH:4]=[CH:3]1.[C:11](O)(C(F)(F)F)=[O:12], predict the reaction product. The product is: [CH3:1][N:2]1[C:6]2=[CH:7][N:8]=[CH:9][CH:10]=[C:5]2[C:4]([CH:11]=[O:12])=[CH:3]1.